From a dataset of Forward reaction prediction with 1.9M reactions from USPTO patents (1976-2016). Predict the product of the given reaction. (1) Given the reactants [Cl:1][C:2]1[CH:3]=[C:4]([NH:8][CH2:9][CH2:10][C:11]2[CH:16]=[CH:15][C:14]([Cl:17])=[CH:13][CH:12]=2)[CH:5]=[CH:6][CH:7]=1.C(OC([NH:25][CH:26]([C:30]1[CH:35]=[CH:34][CH:33]=[CH:32][CH:31]=1)[C:27](O)=[O:28])=O)(C)(C)C, predict the reaction product. The product is: [NH2:25][CH:26]([C:30]1[CH:35]=[CH:34][CH:33]=[CH:32][CH:31]=1)[C:27]([N:8]([C:4]1[CH:5]=[CH:6][CH:7]=[C:2]([Cl:1])[CH:3]=1)[CH2:9][CH2:10][C:11]1[CH:12]=[CH:13][C:14]([Cl:17])=[CH:15][CH:16]=1)=[O:28]. (2) Given the reactants C(N(C(C)C)C(C)C)C.Cl[C:11]([O:13][C:14]1[CH:19]=[CH:18][C:17]([CH2:20][C:21]2[CH:26]=[CH:25][C:24]([C:27]([F:30])([F:29])[F:28])=[CH:23][CH:22]=2)=[CH:16][CH:15]=1)=[O:12].[N:31]1[CH:36]=[CH:35][CH:34]=[CH:33][C:32]=1[CH2:37][CH2:38][N:39]1[CH2:44][CH2:43][NH:42][CH2:41][CH2:40]1, predict the reaction product. The product is: [F:28][C:27]([F:30])([F:29])[C:24]1[CH:25]=[CH:26][C:21]([CH2:20][C:17]2[CH:18]=[CH:19][C:14]([O:13][C:11]([N:42]3[CH2:43][CH2:44][N:39]([CH2:38][CH2:37][C:32]4[CH:33]=[CH:34][CH:35]=[CH:36][N:31]=4)[CH2:40][CH2:41]3)=[O:12])=[CH:15][CH:16]=2)=[CH:22][CH:23]=1. (3) Given the reactants [CH3:1][C:2]1[NH:7][C:6]([C:8]2[S:9][CH:10]=[CH:11][N:12]=2)=[N:5][CH:4]([C:13]2[CH:18]=[CH:17][CH:16]=[CH:15][C:14]=2[N+:19]([O-:21])=[O:20])[C:3]=1[C:22]([O:24][CH2:25][CH3:26])=[O:23].C1C(=O)N([Br:34])C(=O)C1, predict the reaction product. The product is: [Br:34][CH2:1][C:2]1[NH:7][C:6]([C:8]2[S:9][CH:10]=[CH:11][N:12]=2)=[N:5][CH:4]([C:13]2[CH:18]=[CH:17][CH:16]=[CH:15][C:14]=2[N+:19]([O-:21])=[O:20])[C:3]=1[C:22]([O:24][CH2:25][CH3:26])=[O:23]. (4) Given the reactants [NH2:1][CH2:2][C@@H:3]1[C@H:8]([CH3:9])[CH2:7][CH2:6][CH2:5][N:4]1[C:10]([C:12]1[CH:17]=[C:16]([CH3:18])[CH:15]=[CH:14][C:13]=1[N:19]1[N:23]=[CH:22][CH:21]=[N:20]1)=[O:11].Cl[C:25]1[S:26][CH:27]=[C:28]([C:30]([F:33])([F:32])[F:31])[N:29]=1, predict the reaction product. The product is: [CH3:9][C@@H:8]1[CH2:7][CH2:6][CH2:5][N:4]([C:10]([C:12]2[CH:17]=[C:16]([CH3:18])[CH:15]=[CH:14][C:13]=2[N:19]2[N:23]=[CH:22][CH:21]=[N:20]2)=[O:11])[C@@H:3]1[CH2:2][NH:1][C:25]1[S:26][CH:27]=[C:28]([C:30]([F:33])([F:32])[F:31])[N:29]=1. (5) Given the reactants [CH3:1][N:2]1[CH2:7][CH2:6][N:5]([C:8]2[CH:13]=[CH:12][CH:11]=[C:10]([N+:14]([O-])=O)[CH:9]=2)[CH2:4][CH2:3]1.C[OH:18], predict the reaction product. The product is: [NH2:14][C:10]1[CH:9]=[C:8]([N:5]2[CH2:6][CH2:7][N:2]([CH3:1])[CH2:3][C:4]2=[O:18])[CH:13]=[CH:12][CH:11]=1.